From a dataset of Catalyst prediction with 721,799 reactions and 888 catalyst types from USPTO. Predict which catalyst facilitates the given reaction. (1) Reactant: C([Mg]Cl)(C)C.I[C:7]1[CH:16]=[CH:15][C:10]([C:11]([O:13][CH3:14])=[O:12])=[CH:9][CH:8]=1.[CH3:17][CH:18]([CH3:22])[C:19](=[O:21])[CH3:20].Cl. Product: [OH:21][C:19]([C:7]1[CH:16]=[CH:15][C:10]([C:11]([O:13][CH3:14])=[O:12])=[CH:9][CH:8]=1)([CH3:20])[CH:18]([CH3:22])[CH3:17]. The catalyst class is: 1. (2) Reactant: [OH:1][C:2]1[CH:30]=[CH:29][C:5]([C:6]([O:8][C@@H:9]2[CH2:18][C:17]3[C:12](=[CH:13][C:14]([OH:20])=[CH:15][C:16]=3[OH:19])[O:11][C@@H:10]2[C:21]2[CH:26]=[CH:25][C:24]([OH:27])=[C:23]([OH:28])[CH:22]=2)=[O:7])=[CH:4][CH:3]=1. Product: [C:6]([OH:8])(=[O:7])[CH3:5].[C:6]([OH:8])(=[O:7])[CH3:5].[C:6]([OH:8])(=[O:7])[CH3:5].[C:6]([OH:8])(=[O:7])[CH3:5].[C:6]([OH:8])(=[O:7])[CH3:5].[OH:1][C:2]1[CH:3]=[CH:4][C:5]([C:6]([O:8][C@@H:9]2[CH2:18][C:17]3[C:12](=[CH:13][C:14]([OH:20])=[CH:15][C:16]=3[OH:19])[O:11][C@@H:10]2[C:21]2[CH:26]=[CH:25][C:24]([OH:27])=[C:23]([OH:28])[CH:22]=2)=[O:7])=[CH:29][CH:30]=1. The catalyst class is: 22. (3) Reactant: [F:1][C:2]1[CH:7]=[C:6]([O:8][CH2:9][C:10]([F:13])([F:12])[F:11])[C:5]([N+:14]([O-:16])=[O:15])=[CH:4][C:3]=1[S:17](Cl)(=[O:19])=[O:18].Cl.CN.[CH2:24]([N:26](CC)CC)C.Cl. Product: [F:1][C:2]1[CH:7]=[C:6]([O:8][CH2:9][C:10]([F:13])([F:12])[F:11])[C:5]([N+:14]([O-:16])=[O:15])=[CH:4][C:3]=1[S:17]([NH:26][CH3:24])(=[O:19])=[O:18]. The catalyst class is: 20. (4) Product: [CH2:12]([N:19]1[C@@H:27]2[C@@:22]([C:29]3[CH:34]=[CH:33][C:32]([O:35][CH3:36])=[C:31]([O:37][CH3:38])[CH:30]=3)([CH2:23][CH2:24][C@@H:25]([NH:28][C:10]([NH:9][C:4]3[CH:5]=[CH:6][C:7]([F:8])=[C:2]([F:1])[CH:3]=3)=[O:11])[CH2:26]2)[CH2:21][CH2:20]1)[C:13]1[CH:18]=[CH:17][CH:16]=[CH:15][CH:14]=1. Reactant: [F:1][C:2]1[CH:3]=[C:4]([N:9]=[C:10]=[O:11])[CH:5]=[CH:6][C:7]=1[F:8].[CH2:12]([N:19]1[C@@H:27]2[C@@:22]([C:29]3[CH:34]=[CH:33][C:32]([O:35][CH3:36])=[C:31]([O:37][CH3:38])[CH:30]=3)([CH2:23][CH2:24][CH:25]([NH2:28])[CH2:26]2)[CH2:21][CH2:20]1)[C:13]1[CH:18]=[CH:17][CH:16]=[CH:15][CH:14]=1. The catalyst class is: 2. (5) Reactant: [F:1][C:2]([F:14])([F:13])[CH:3]([OH:12])[CH2:4][CH2:5][C:6]1[CH:11]=[CH:10][CH:9]=[CH:8][N:7]=1.[Si:15](Cl)([C:18]([CH3:21])([CH3:20])[CH3:19])([CH3:17])[CH3:16].N1C=CN=C1. Product: [Si:15]([O:12][CH:3]([C:2]([F:1])([F:13])[F:14])[CH2:4][CH2:5][C:6]1[CH:11]=[CH:10][CH:9]=[CH:8][N:7]=1)([C:18]([CH3:21])([CH3:20])[CH3:19])([CH3:17])[CH3:16]. The catalyst class is: 112. (6) Reactant: C([N:4]1[C:12]2[C:7](=[CH:8][C:9]([C:13]([NH:15][CH2:16][CH2:17][C:18]([O:20]C(C)(C)C)=O)=[O:14])=[CH:10][CH:11]=2)[C:6]([C:25]2[CH:30]=[CH:29][C:28]([F:31])=[CH:27][CH:26]=2)=[N:5]1)(=O)C.CO.[OH-].C([O-])(=O)C.[NH4+:39]. Product: [C:18]([CH2:17][CH2:16][NH:15][C:13]([C:9]1[CH:8]=[C:7]2[C:12](=[CH:11][CH:10]=1)[NH:4][N:5]=[C:6]2[C:25]1[CH:26]=[CH:27][C:28]([F:31])=[CH:29][CH:30]=1)=[O:14])(=[O:20])[NH2:39]. The catalyst class is: 9.